Dataset: NCI-60 drug combinations with 297,098 pairs across 59 cell lines. Task: Regression. Given two drug SMILES strings and cell line genomic features, predict the synergy score measuring deviation from expected non-interaction effect. Drug 1: CCCS(=O)(=O)NC1=C(C(=C(C=C1)F)C(=O)C2=CNC3=C2C=C(C=N3)C4=CC=C(C=C4)Cl)F. Drug 2: CN1C(=O)N2C=NC(=C2N=N1)C(=O)N. Cell line: EKVX. Synergy scores: CSS=-7.73, Synergy_ZIP=3.55, Synergy_Bliss=-2.66, Synergy_Loewe=-7.00, Synergy_HSA=-8.12.